Dataset: Full USPTO retrosynthesis dataset with 1.9M reactions from patents (1976-2016). Task: Predict the reactants needed to synthesize the given product. (1) Given the product [Br:32][C:33]1[C:34]([NH2:40])=[N:35][CH:36]=[C:37]([C:15]2[CH:14]=[CH:13][C:4]([O:5][CH2:6][CH2:7][N:8]3[CH2:9][CH2:10][CH2:11][CH2:12]3)=[C:3]([O:2][CH3:1])[CH:16]=2)[CH:38]=1, predict the reactants needed to synthesize it. The reactants are: [CH3:1][O:2][C:3]1[CH:16]=[C:15](B2OC(C)(C)C(C)(C)O2)[CH:14]=[CH:13][C:4]=1[O:5][CH2:6][CH2:7][N:8]1[CH2:12][CH2:11][CH2:10][CH2:9]1.C(=O)([O-])[O-].[K+].[K+].[Br:32][C:33]1[C:34]([NH2:40])=[N:35][CH:36]=[C:37](I)[CH:38]=1.C(=O)(O)[O-].[Na+]. (2) Given the product [F:1][C:2]1[CH:7]=[CH:6][CH:5]=[C:4]([F:8])[C:3]=1[N:9]1[C:14]2[N:15]=[C:16]([NH:42][CH:43]3[CH2:44][C:45]([CH3:52])([CH3:51])[NH:46][C:47]([CH3:50])([CH3:49])[CH2:48]3)[N:17]=[C:18]([C:19]3[CH:20]=[C:21]([NH:26][C:27](=[O:36])[C:28]4[CH:33]=[CH:32][C:31]([CH3:34])=[C:30]([F:35])[CH:29]=4)[CH:22]=[CH:23][C:24]=3[CH3:25])[C:13]=2[CH2:12][NH:11][C:10]1=[O:41], predict the reactants needed to synthesize it. The reactants are: [F:1][C:2]1[CH:7]=[CH:6][CH:5]=[C:4]([F:8])[C:3]=1[N:9]1[C:14]2[N:15]=[C:16](S(C)(=O)=O)[N:17]=[C:18]([C:19]3[CH:20]=[C:21]([NH:26][C:27](=[O:36])[C:28]4[CH:33]=[CH:32][C:31]([CH3:34])=[C:30]([F:35])[CH:29]=4)[CH:22]=[CH:23][C:24]=3[CH3:25])[C:13]=2[CH2:12][NH:11][C:10]1=[O:41].[NH2:42][CH:43]1[CH2:48][C:47]([CH3:50])([CH3:49])[NH:46][C:45]([CH3:52])([CH3:51])[CH2:44]1. (3) Given the product [CH2:22]([O:27][C:28]1[C:35]([O:36][CH3:37])=[CH:34][CH:33]=[CH:32][C:29]=1/[CH:30]=[CH:1]/[C:2]1[N:3]=[C:4]2[S:21][CH:20]=[CH:19][N:5]2[C:6](=[O:18])[C:7]=1[C:8]1[CH:13]=[CH:12][C:11]([C:14]([F:17])([F:15])[F:16])=[CH:10][CH:9]=1)[CH2:23][CH:24]([CH3:26])[CH3:25], predict the reactants needed to synthesize it. The reactants are: [CH3:1][C:2]1[N:3]=[C:4]2[S:21][CH:20]=[CH:19][N:5]2[C:6](=[O:18])[C:7]=1[C:8]1[CH:13]=[CH:12][C:11]([C:14]([F:17])([F:16])[F:15])=[CH:10][CH:9]=1.[CH2:22]([O:27][C:28]1[C:35]([O:36][CH3:37])=[CH:34][CH:33]=[CH:32][C:29]=1[CH:30]=O)[CH2:23][CH:24]([CH3:26])[CH3:25].[O-]CC.[Na+]. (4) Given the product [OH:12][C:11]1[C:8]([O:9][CH3:10])=[CH:7][C:6]([C:5]([OH:16])=[O:15])=[CH:14][C:13]=1[N+:17]([O-:19])=[O:18], predict the reactants needed to synthesize it. The reactants are: C(O)(=O)C.[C:5]([OH:16])(=[O:15])[C:6]1[CH:14]=[CH:13][C:11]([OH:12])=[C:8]([O:9][CH3:10])[CH:7]=1.[N+:17]([O-])([OH:19])=[O:18]. (5) Given the product [F:30][CH:2]([F:1])[O:3][C:4]1[CH:5]=[CH:6][C:7]([CH2:8][NH:9][C:10]2[CH:14]=[C:13]([CH2:15][O:16][C:17]3[CH:18]=[C:19]4[C:24](=[CH:25][CH:26]=3)[NH:23][C:22](=[O:27])[CH:21]=[CH:20]4)[O:12][N:11]=2)=[CH:28][CH:29]=1, predict the reactants needed to synthesize it. The reactants are: [F:1][CH:2]([F:30])[O:3][C:4]1[CH:29]=[CH:28][C:7]([CH2:8][NH:9][C:10]2[CH2:14][CH:13]([CH2:15][O:16][C:17]3[CH:18]=[C:19]4[C:24](=[CH:25][CH:26]=3)[NH:23][C:22](=[O:27])[CH2:21][CH2:20]4)[O:12][N:11]=2)=[CH:6][CH:5]=1.N1C=CN=C1.II. (6) Given the product [N:6]1([C:11]2[CH:31]=[CH:30][C:14]([CH2:15][C:16]3[C:17]([O:28][CH3:29])=[N:18][C:19]4[C:24]([C:25]=3[Cl:26])=[CH:23][C:22]([C:39]([C:38]3[C:33]([CH3:32])=[N:34][C:35]([CH3:47])=[CH:36][CH:37]=3)([C:41]3[N:45]([CH3:46])[N:44]=[N:43][CH:42]=3)[OH:40])=[CH:21][CH:20]=4)=[CH:13][CH:12]=2)[CH:10]=[CH:9][CH:8]=[N:7]1, predict the reactants needed to synthesize it. The reactants are: C([Li])CCC.[N:6]1([C:11]2[CH:31]=[CH:30][C:14]([CH2:15][C:16]3[C:17]([O:28][CH3:29])=[N:18][C:19]4[C:24]([C:25]=3[Cl:26])=[CH:23][C:22](Br)=[CH:21][CH:20]=4)=[CH:13][CH:12]=2)[CH:10]=[CH:9][CH:8]=[N:7]1.[CH3:32][C:33]1[C:38]([C:39]([C:41]2[N:45]([CH3:46])[N:44]=[N:43][CH:42]=2)=[O:40])=[CH:37][CH:36]=[C:35]([CH3:47])[N:34]=1.O. (7) Given the product [Cl:35][C:36]1[CH:37]=[C:38]([C@@H:42]([OH:43])[CH2:44][NH:1][CH2:2][CH2:3][C:4]2[CH:9]=[CH:8][C:7]([S:10]([C:13]3[CH:18]=[CH:17][N:16]=[C:15]([C:19]([O:21][CH3:22])=[O:20])[CH:14]=3)(=[O:12])=[O:11])=[CH:6][CH:5]=2)[CH:39]=[CH:40][CH:41]=1, predict the reactants needed to synthesize it. The reactants are: [NH2:1][CH2:2][CH2:3][C:4]1[CH:9]=[CH:8][C:7]([S:10]([C:13]2[CH:18]=[CH:17][N:16]=[C:15]([C:19]([O:21][CH3:22])=[O:20])[CH:14]=2)(=[O:12])=[O:11])=[CH:6][CH:5]=1.C/C(/O[Si](C)(C)C)=N\[Si](C)(C)C.[Cl:35][C:36]1[CH:37]=[C:38]([C@@H:42]2[CH2:44][O:43]2)[CH:39]=[CH:40][CH:41]=1.C(=O)(O)[O-].[Na+]. (8) Given the product [CH:1]1([C@H:5]([NH:7][C:8]2[N:16]=[C:15]([C:17]([O:19][CH3:20])=[O:18])[N:14]=[C:13]3[C:9]=2[N:10]([CH2:45][C:46]2[CH:51]=[CH:50][C:49]([C:52]([F:53])([F:54])[F:55])=[CH:48][CH:47]=2)[C:11]([CH:21]2[CH2:26][CH2:25][CH2:24][CH2:23][CH:22]2[C:39]2[CH:44]=[CH:43][CH:42]=[CH:41][CH:40]=2)=[N:12]3)[CH3:6])[CH2:4][CH2:3][CH2:2]1, predict the reactants needed to synthesize it. The reactants are: [CH:1]1([C@H:5]([NH:7][C:8]2[N:16]=[C:15]([C:17]([O:19][CH3:20])=[O:18])[N:14]=[C:13]3[C:9]=2[N:10]([CH2:45][C:46]2[CH:51]=[CH:50][C:49]([C:52]([F:55])([F:54])[F:53])=[CH:48][CH:47]=2)[C:11]([CH:21]2[CH2:26][CH2:25][CH2:24][C:23](=NNS(C4C=CC(C)=CC=4)(=O)=O)[CH:22]2[C:39]2[CH:44]=[CH:43][CH:42]=[CH:41][CH:40]=2)=[N:12]3)[CH3:6])[CH2:4][CH2:3][CH2:2]1.CS(C)=O.C1CCCCC1.[BH3-]C#N.[Na+]. (9) The reactants are: [Cl:1][C:2]1[CH:3]=[CH:4][C:5]([C:23]#[N:24])=[C:6]([C:8]2[C:9]3[C:21](=[O:22])[CH2:20][CH2:19][C:10]=3[N:11]([CH2:15][C:16]([OH:18])=O)[C:12](=[O:14])[CH:13]=2)[CH:7]=1.[NH2:25][C:26]1[CH:31]=[CH:30][C:29]([C:32]2[N:36]([C:37]([O:39][C:40]([CH3:43])([CH3:42])[CH3:41])=[O:38])[NH:35][C:34](=[O:44])[CH:33]=2)=[CH:28][CH:27]=1. Given the product [Cl:1][C:2]1[CH:3]=[CH:4][C:5]([C:23]#[N:24])=[C:6]([C:8]2[C:9]3[C:21](=[O:22])[CH2:20][CH2:19][C:10]=3[N:11]([CH2:15][C:16]([NH:25][C:26]3[CH:31]=[CH:30][C:29]([C:32]4[N:36]([C:37]([O:39][C:40]([CH3:42])([CH3:41])[CH3:43])=[O:38])[NH:35][C:34](=[O:44])[CH:33]=4)=[CH:28][CH:27]=3)=[O:18])[C:12](=[O:14])[CH:13]=2)[CH:7]=1, predict the reactants needed to synthesize it.